Dataset: PAMPA (Parallel Artificial Membrane Permeability Assay) permeability data from NCATS. Task: Regression/Classification. Given a drug SMILES string, predict its absorption, distribution, metabolism, or excretion properties. Task type varies by dataset: regression for continuous measurements (e.g., permeability, clearance, half-life) or binary classification for categorical outcomes (e.g., BBB penetration, CYP inhibition). Dataset: pampa_ncats. The compound is CC1=C(C(=NO1)C)S(=O)(=O)NC2=C(C=CN=C2)C(=O)NC3=NC(=CS3)C4=CC=CC=C4. The result is 1 (high permeability).